Dataset: Full USPTO retrosynthesis dataset with 1.9M reactions from patents (1976-2016). Task: Predict the reactants needed to synthesize the given product. (1) Given the product [C:1]([Si:5]([CH3:18])([CH3:17])[N:6]1[C:10]2=[N:11][CH:12]=[C:13]([CH:15]=[O:16])[CH:14]=[C:9]2[CH:8]=[CH:7]1)([CH3:4])([CH3:3])[CH3:2], predict the reactants needed to synthesize it. The reactants are: [C:1]([Si:5]([CH3:18])([CH3:17])[N:6]1[C:10]2=[N:11][CH:12]=[C:13]([CH:15]=[O:16])[CH:14]=[C:9]2[CH2:8][CH2:7]1)([CH3:4])([CH3:3])[CH3:2].C(C1C(=O)C(Cl)=C(Cl)C(=O)C=1C#N)#N. (2) Given the product [CH3:22][S:23]([O:1][C@@H:2]1[CH2:6][CH2:5][C@H:4]([NH:7][C:8](=[O:14])[O:9][C:10]([CH3:11])([CH3:13])[CH3:12])[CH2:3]1)(=[O:25])=[O:24], predict the reactants needed to synthesize it. The reactants are: [OH:1][C@@H:2]1[CH2:6][CH2:5][C@H:4]([NH:7][C:8](=[O:14])[O:9][C:10]([CH3:13])([CH3:12])[CH3:11])[CH2:3]1.C(N(CC)CC)C.[CH3:22][S:23](Cl)(=[O:25])=[O:24]. (3) The reactants are: Cl.[NH2:2][OH:3].[OH-].[Na+].C(O)C.C(O[C:12]([C:18]1[CH:23]=[CH:22][CH:21]=[CH:20][CH:19]=1)=[C:13]([C:16]#[N:17])[C:14]#[N:15])C. Given the product [NH2:15][C:14]1[O:3][N:2]=[C:12]([C:18]2[CH:23]=[CH:22][CH:21]=[CH:20][CH:19]=2)[C:13]=1[C:16]#[N:17], predict the reactants needed to synthesize it. (4) Given the product [F:1][C:2]1[CH:7]=[C:6]([F:8])[CH:5]=[CH:4][C:3]=1[C:9]1[N:10]=[C:11]2[N:15]([C:16]=1[C:17]1[CH:18]=[CH:19][C:20]3[N:21]([C:23]([C:26]([O:29][CH2:33][CH2:34][O:35][CH3:36])([CH3:27])[CH3:28])=[N:24][N:25]=3)[N:22]=1)[CH:14]=[CH:13][O:12]2, predict the reactants needed to synthesize it. The reactants are: [F:1][C:2]1[CH:7]=[C:6]([F:8])[CH:5]=[CH:4][C:3]=1[C:9]1[N:10]=[C:11]2[N:15]([C:16]=1[C:17]1[CH:18]=[CH:19][C:20]3[N:21]([C:23]([C:26]([OH:29])([CH3:28])[CH3:27])=[N:24][N:25]=3)[N:22]=1)[CH:14]=[CH:13][O:12]2.[H-].[Na+].Br[CH2:33][CH2:34][O:35][CH3:36]. (5) The reactants are: BrC[C:3]1[CH:4]=[C:5]2[C:10](=[CH:11][CH:12]=1)[N:9](C)[C:8](=O)[CH:7]=[CH:6]2.[H][H]. Given the product [NH:9]1[C:10]2[C:5](=[CH:4][CH:3]=[CH:12][CH:11]=2)[CH2:6][CH2:7][CH2:8]1, predict the reactants needed to synthesize it. (6) Given the product [Cl:1][C:2]1[CH:3]=[CH:4][C:5]([O:10][CH3:13])=[C:6]([CH:9]=1)[CH:7]=[O:8], predict the reactants needed to synthesize it. The reactants are: [Cl:1][C:2]1[CH:3]=[CH:4][C:5]([OH:10])=[C:6]([CH:9]=1)[CH:7]=[O:8].[H-].[Na+].[CH3:13]I.[Cl-].[NH4+]. (7) Given the product [CH:43]1([C:46]([NH:1][C:2]2[S:3][C:4]3[C:10]([C:11]([O:13][CH3:14])=[O:12])=[C:9]([O:15][C:16]4[CH:21]=[CH:20][C:19]([F:22])=[C:18]([NH:23][C:24](=[O:36])[CH2:25][C:26]5[CH:31]=[CH:30][CH:29]=[C:28]([C:32]([F:34])([F:35])[F:33])[CH:27]=5)[CH:17]=4)[CH:8]=[CH:7][C:5]=3[N:6]=2)=[O:47])[CH2:45][CH2:44]1, predict the reactants needed to synthesize it. The reactants are: [NH2:1][C:2]1[S:3][C:4]2[C:10]([C:11]([O:13][CH3:14])=[O:12])=[C:9]([O:15][C:16]3[CH:21]=[CH:20][C:19]([F:22])=[C:18]([NH:23][C:24](=[O:36])[CH2:25][C:26]4[CH:31]=[CH:30][CH:29]=[C:28]([C:32]([F:35])([F:34])[F:33])[CH:27]=4)[CH:17]=3)[CH:8]=[CH:7][C:5]=2[N:6]=1.N1C=CC=CC=1.[CH:43]1([C:46](Cl)=[O:47])[CH2:45][CH2:44]1.